From a dataset of Experimentally validated miRNA-target interactions with 360,000+ pairs, plus equal number of negative samples. Binary Classification. Given a miRNA mature sequence and a target amino acid sequence, predict their likelihood of interaction. (1) The miRNA is hsa-miR-6808-3p with sequence GUGUGACCACCGUUCCUGCAG. The protein sequence of the target gene is MDRDLLRQSLNCHGSSLLSLLRSEQQDNPHFRSLLGSAAEPARGPPPQHPLQGRKEKRVDNIEIQKFISKKADLLFALSWKSDAPATSEINEDSEDHYAIMPPLEQFMEIPSMDRRELFFRDIERGDIVIGRISSIREFGFFMVLICLGSGIMRDIAHLEITALCPLRDVPSHSNHGDPLSYYQTGDIIRAGIKDIDRYHEKLAVSLYSSSLPPHLSGIKLGVISSEELPLYYRRSVELNSNSLESYENVMQSSLGFVNPGVVEFLLEKLGIDESNPPSLMRGLQSKNFSEDDFASALRK.... Result: 1 (interaction). (2) The miRNA is dme-miR-308-3p with sequence AAUCACAGGAUUAUACUGUGAG. The protein sequence of the target gene is MGQRPQLRLVKALLLLGLNPVSTSLQDQQCESLSLASNVSGLQCNASVDLIGTCWPRSPAGQLVVRPCPAFFYGVRYNTTNNGYRECLANGSWAARVNYSECQEILNEEKKSKVHYHIAVIINYLGHCISLVALLVAFVLFLRLRSIRCLRNIIHWNLISAFILRNATWFVVQLTVSPEVHQSNVAWCRLVTAAYNYFHVTNFFWMFGEGCYLHTAIVLTYSTDRLRKWMFVCIGWGVPFPIIVAWAIGKLYYDNEKCWFGKRPGVYTDYIYQGPMILVLLINFIFLFNIVRILMTKLRA.... Result: 0 (no interaction). (3) The miRNA is hsa-miR-3977 with sequence GUGCUUCAUCGUAAUUAACCUUA. The protein sequence of the target gene is MKSLKAKFRKSDTNEWNKNDDRLLQAVENGDAEKVASLLGKKGASATKHDSEGKTAFHLAAAKGHVECLRVMITHGVDVTAQDTTGHSALHLAAKNSHHECIRKLLQSKCPAESVDSSGKTALHYAAAQGCLQAVQILCEHKSPINLKDLDGNIPLLLAVQNGHSEICHFLLDHGADVNSRNKSGRTALMLACEIGSSNAVEALIKKGADLNLVDSLGYNALHYSKLSENAGIQSLLLSKISQDADLKTPTKPKQHDQVSKISSERSGTPKKRKAPPPPISPTQLSDVSSPRSITSTPLS.... Result: 0 (no interaction). (4) The miRNA is rno-miR-292-5p with sequence ACUCAAACUGGGGGCUCUUUUG. The protein sequence of the target gene is MATEEAIIRIPPYHYIHVLDQNSNVSRVEVGPKTYIRQDNERVLFAPVRMVTVPPRHYCIVANPVSRDAQSSVLFDVTGQVRLRHADQEIRLAQDPFPLYPGELLEKDITPLQVVLPNTALHLKALLDFEDKNGDKVMAGDEWLFEGPGTYIPQKEVEVVEIIQATVIKQNQALRLRARKECFDRDGKERVTGEEWLVRSVGAYLPAVFEEVLDLVDAVILTEKTALHLRARQNFKDLRGVAHRTGEEWLVTVQDTEAHVPDVYEEVLGVVPITTLGPRHYCVILDPMGPDGKNQLGQKR.... Result: 0 (no interaction).